The task is: Regression/Classification. Given a drug SMILES string, predict its absorption, distribution, metabolism, or excretion properties. Task type varies by dataset: regression for continuous measurements (e.g., permeability, clearance, half-life) or binary classification for categorical outcomes (e.g., BBB penetration, CYP inhibition). For this dataset (vdss_lombardo), we predict log10(VDss) (log10 of volume of distribution in L/kg).. This data is from Volume of distribution at steady state (VDss) regression data from Lombardo et al.. (1) The compound is CC1CC2C3CCC4=CC(=O)C=CC4(C)C3=CCC2(C)C1C(=O)C[NH+]1CCN(c2cc(N3CCCC3)[nH+]c(N3CCCC3)n2)CC1. The log10(VDss) is 0.990. (2) The compound is COc1cc(OC)c(C(=O)CCC[NH+]2CCCC2)c(OC)c1. The log10(VDss) is 0.110. (3) The drug is CC(C)(C)c1nc[nH]c1/C=c1\[nH]c(=O)/c(=C/c2ccccc2)[n-]c1=O. The log10(VDss) is 0.480. (4) The molecule is Cc1ccccc1OCC(O)C[NH2+]CCOc1ccc(C(N)=O)cc1. The log10(VDss) is 0.600. (5) The drug is Cc1[n-]c(=O)c(C#N)cc1-c1ccncc1. The log10(VDss) is -0.600. (6) The molecule is COc1nc(C)nc(Cl)c1NC1=[NH+]CCN1. The log10(VDss) is 0.260.